Dataset: Forward reaction prediction with 1.9M reactions from USPTO patents (1976-2016). Task: Predict the product of the given reaction. (1) Given the reactants [C:1]([Cl:4])(=O)[CH3:2].Cl.[CH2:6]([O:8][C:9](=[O:28])[C@H:10]([OH:27])[CH2:11][C@H:12]([NH2:26])[CH2:13][C:14]1[CH:19]=[CH:18][C:17]([C:20]2[CH:25]=[CH:24][CH:23]=[CH:22][CH:21]=2)=[CH:16][CH:15]=1)[CH3:7], predict the reaction product. The product is: [CH2:6]([O:8][C:9](=[O:28])[C@H:10]([OH:27])[CH2:11][C@H:12]([NH2:26])[CH2:13][C:14]1[CH:15]=[CH:16][C:17]([C:20]2[CH:21]=[CH:22][CH:23]=[CH:24][CH:25]=2)=[CH:18][CH:19]=1)[CH2:7][CH2:1][CH3:2].[ClH:4]. (2) Given the reactants Br[C:2]1[CH:11]=[C:10]2[C:5]([CH2:6][CH2:7][N:8]([C:12]([CH:14]3[CH2:19][CH2:18][O:17][CH2:16][CH2:15]3)=[O:13])[CH2:9]2)=[CH:4][CH:3]=1.[CH3:20][C@H:21]1[CH2:25][CH2:24][CH2:23][N:22]1[C@H:26]1[CH2:30][CH2:29][NH:28][CH2:27]1.CC(C)([O-])C.[Na+].C1(C)C=CC=CC=1, predict the reaction product. The product is: [CH3:20][C@H:21]1[CH2:25][CH2:24][CH2:23][N:22]1[C@H:26]1[CH2:30][CH2:29][N:28]([C:2]2[CH:11]=[C:10]3[C:5]([CH2:6][CH2:7][N:8]([C:12]([CH:14]4[CH2:19][CH2:18][O:17][CH2:16][CH2:15]4)=[O:13])[CH2:9]3)=[CH:4][CH:3]=2)[CH2:27]1. (3) Given the reactants [C:1](OC(=O)C)(=[O:3])[CH3:2].[NH2:8][CH2:9][C@H:10]1[O:14][C:13](=[O:15])[N:12]([C:16]2[CH:17]=[C:18]3[C:22](=[C:23]([F:25])[CH:24]=2)[N:21]([CH2:26][CH:27]2[CH2:29][CH2:28]2)[C:20](=[O:30])[CH2:19]3)[CH2:11]1.N1C=CC=CC=1, predict the reaction product. The product is: [CH:27]1([CH2:26][N:21]2[C:22]3[C:18](=[CH:17][C:16]([N:12]4[CH2:11][C@H:10]([CH2:9][NH:8][C:1](=[O:3])[CH3:2])[O:14][C:13]4=[O:15])=[CH:24][C:23]=3[F:25])[CH2:19][C:20]2=[O:30])[CH2:28][CH2:29]1. (4) Given the reactants F[C:2]1[N:10]=[C:9]2[C:5]([N:6]=[CH:7][N:8]2[CH:11]([CH3:13])[CH3:12])=[C:4]([NH:14][CH2:15][C:16]2[CH:21]=[CH:20][CH:19]=[CH:18][N:17]=2)[N:3]=1.CCN(C(C)C)C(C)C.[NH2:31][C@H:32]([CH2:37][CH3:38])[C:33]([CH3:36])([OH:35])[CH3:34], predict the reaction product. The product is: [CH:11]([N:8]1[CH:7]=[N:6][C:5]2[C:9]1=[N:10][C:2]([NH:31][C@H:32]([CH2:37][CH3:38])[C:33]([CH3:36])([OH:35])[CH3:34])=[N:3][C:4]=2[NH:14][CH2:15][C:16]1[CH:21]=[CH:20][CH:19]=[CH:18][N:17]=1)([CH3:13])[CH3:12]. (5) Given the reactants [NH:1]([C:15]([O:17][C:18]([CH3:21])([CH3:20])[CH3:19])=[O:16])[C@H:2]([C:11]([O:13][CH3:14])=[O:12])[CH2:3][C:4]1[CH:9]=[CH:8][C:7]([OH:10])=[CH:6][CH:5]=1.F[C:23]1[CH:36]=[CH:35][C:26]([C:27]([C:29]2[CH:34]=[CH:33][CH:32]=[CH:31][CH:30]=2)=[O:28])=[CH:25][CH:24]=1.C(=O)([O-])[O-].[K+].[K+], predict the reaction product. The product is: [C:18]([O:17][C:15]([NH:1][C@@H:2]([CH2:3][C:4]1[CH:5]=[CH:6][C:7]([O:10][C:32]2[CH:33]=[CH:34][C:29]([C:27](=[O:28])[C:26]3[CH:35]=[CH:36][CH:23]=[CH:24][CH:25]=3)=[CH:30][CH:31]=2)=[CH:8][CH:9]=1)[C:11]([O:13][CH3:14])=[O:12])=[O:16])([CH3:21])([CH3:20])[CH3:19]. (6) Given the reactants [CH3:1][O:2][N:3]=[C:4]([C:20]1[CH:25]=[CH:24][CH:23]=[CH:22][CH:21]=1)[C:5]1[CH:10]=[CH:9][C:8](B2OC(C)(C)C(C)(C)O2)=[CH:7][CH:6]=1.I[C:27]1[C:35]2[C:30](=[N:31][CH:32]=[N:33][C:34]=2[NH2:36])[N:29]([C@H:37]2[CH2:42][CH2:41][C@@H:40]([N:43]3[CH2:48][CH2:47][N:46]([CH3:49])[CH2:45][CH2:44]3)[CH2:39][CH2:38]2)[N:28]=1.C(=O)([O-])[O-].[Na+].[Na+], predict the reaction product. The product is: [CH3:1][O:2][N:3]=[C:4]([C:5]1[CH:6]=[CH:7][C:8]([C:27]2[C:35]3[C:30](=[N:31][CH:32]=[N:33][C:34]=3[NH2:36])[N:29]([C@H:37]3[CH2:38][CH2:39][C@@H:40]([N:43]4[CH2:44][CH2:45][N:46]([CH3:49])[CH2:47][CH2:48]4)[CH2:41][CH2:42]3)[N:28]=2)=[CH:9][CH:10]=1)[C:20]1[CH:21]=[CH:22][CH:23]=[CH:24][CH:25]=1. (7) Given the reactants [CH2:1]([O:8][C:9]1[CH:10]=[C:11]([CH:16]=[CH:17][C:18]=1[CH2:19][C:20]1[CH:25]=[CH:24][C:23]([CH2:26][CH3:27])=[CH:22][CH:21]=1)[C:12]([O:14]C)=[O:13])[C:2]1[CH:7]=[CH:6][CH:5]=[CH:4][CH:3]=1.[OH-].[Na+].Cl, predict the reaction product. The product is: [CH2:1]([O:8][C:9]1[CH:10]=[C:11]([CH:16]=[CH:17][C:18]=1[CH2:19][C:20]1[CH:21]=[CH:22][C:23]([CH2:26][CH3:27])=[CH:24][CH:25]=1)[C:12]([OH:14])=[O:13])[C:2]1[CH:3]=[CH:4][CH:5]=[CH:6][CH:7]=1.